This data is from Reaction yield outcomes from USPTO patents with 853,638 reactions. The task is: Predict the reaction yield, written as a fraction of the theoretical maximum amount of product (1.0 means a 100% yield; for example, 0.34 means a 34% yield). (1) The reactants are [O:1]=[C:2]1[C:10]2[C:5](=[CH:6][CH:7]=[CH:8][CH:9]=2)[C:4](=[O:11])[N:3]1[CH2:12][CH2:13][C:14]1([CH2:17][OH:18])[CH2:16][CH2:15]1.C[N+]1([O-])CCOCC1. The catalyst is C(Cl)Cl.[Ru]([O-])(=O)(=O)=O.C([N+](CCC)(CCC)CCC)CC. The product is [O:1]=[C:2]1[C:10]2[C:5](=[CH:6][CH:7]=[CH:8][CH:9]=2)[C:4](=[O:11])[N:3]1[CH2:12][CH2:13][C:14]1([CH:17]=[O:18])[CH2:15][CH2:16]1. The yield is 0.820. (2) The reactants are [CH2:1]([O:3][C:4](=[O:15])[CH:5]([CH2:11][CH:12]([CH3:14])[CH3:13])[C:6]([O:8][CH2:9][CH3:10])=[O:7])[CH3:2].[H-].[Na+].[F:18][C:19]1[CH:24]=[C:23]([N+:25]([O-:27])=[O:26])[C:22]([F:28])=[CH:21][C:20]=1F. The catalyst is CN(C=O)C. The product is [CH2:1]([O:3][C:4](=[O:15])[C:5]([C:20]1[CH:21]=[C:22]([F:28])[C:23]([N+:25]([O-:27])=[O:26])=[CH:24][C:19]=1[F:18])([CH2:11][CH:12]([CH3:13])[CH3:14])[C:6]([O:8][CH2:9][CH3:10])=[O:7])[CH3:2]. The yield is 0.900. (3) The reactants are [CH2:1]([C:5]1[N:6]=[C:7]([CH2:27][CH3:28])[NH:8][C:9](=[O:26])[C:10]=1[CH2:11][C:12]1[CH:17]=[CH:16][C:15]([C:18]2[C:19]([C:24]#[N:25])=[CH:20][CH:21]=[CH:22][CH:23]=2)=[CH:14][CH:13]=1)[CH2:2][CH2:3][CH3:4].[O:29]1[C:33]2[CH:34]=[CH:35][C:36](B(O)O)=[CH:37][C:32]=2[CH2:31][CH2:30]1.N1C=CC=CC=1.C(N(CC)CC)C. The catalyst is C(OCC)(=O)C.C([O-])(=O)C.[Cu+2].C([O-])(=O)C.ClCCl. The product is [CH2:1]([C:5]1[N:6]=[C:7]([CH2:27][CH3:28])[N:8]([C:36]2[CH:35]=[CH:34][C:33]3[O:29][CH2:30][CH2:31][C:32]=3[CH:37]=2)[C:9](=[O:26])[C:10]=1[CH2:11][C:12]1[CH:17]=[CH:16][C:15]([C:18]2[C:19]([C:24]#[N:25])=[CH:20][CH:21]=[CH:22][CH:23]=2)=[CH:14][CH:13]=1)[CH2:2][CH2:3][CH3:4]. The yield is 0.820.